From a dataset of Forward reaction prediction with 1.9M reactions from USPTO patents (1976-2016). Predict the product of the given reaction. (1) Given the reactants [Cl:1][C:2]1[C:3]([C:9]2[CH:14]=[CH:13][CH:12]=[C:11]([N:15]([CH2:23][CH:24]3[CH2:29][CH2:28][O:27][C:26]([CH3:31])([CH3:30])[CH2:25]3)C(=O)OC(C)(C)C)[N:10]=2)=[CH:4][C:5]([F:8])=[N:6][CH:7]=1.Cl.O1CCOCC1, predict the reaction product. The product is: [Cl:1][C:2]1[C:3]([C:9]2[CH:14]=[CH:13][CH:12]=[C:11]([NH:15][CH2:23][CH:24]3[CH2:29][CH2:28][O:27][C:26]([CH3:31])([CH3:30])[CH2:25]3)[N:10]=2)=[CH:4][C:5]([F:8])=[N:6][CH:7]=1. (2) Given the reactants COC1C=CC(C[N:8]2[C:13](=[O:14])[CH2:12][CH:11]([C:15]3[CH:20]=[CH:19][C:18]([N+:21]([O-:23])=[O:22])=[CH:17][CH:16]=3)[CH2:10][C:9]2=[O:24])=CC=1, predict the reaction product. The product is: [N+:21]([C:18]1[CH:17]=[CH:16][C:15]([CH:11]2[CH2:10][C:9](=[O:24])[NH:8][C:13](=[O:14])[CH2:12]2)=[CH:20][CH:19]=1)([O-:23])=[O:22]. (3) Given the reactants [NH:1]1[C:9]2[C:4](=[CH:5][CH:6]=[CH:7][CH:8]=2)[CH:3]=[C:2]1[C:10]1[N:15]=[C:14]([NH:16][C:17]2[CH:25]=[CH:24][C:20]([C:21](O)=[O:22])=[CH:19][N:18]=2)[CH:13]=[N:12][CH:11]=1.CCN(CC)CC.C(P1(=O)OP(=O)(CCC)OP(=O)(CCC)O1)CC.[NH:51]1[CH2:56][CH2:55][O:54][CH2:53][CH2:52]1, predict the reaction product. The product is: [NH:1]1[C:9]2[C:4](=[CH:5][CH:6]=[CH:7][CH:8]=2)[CH:3]=[C:2]1[C:10]1[N:15]=[C:14]([NH:16][C:17]2[CH:25]=[CH:24][C:20]([C:21]([N:51]3[CH2:56][CH2:55][O:54][CH2:53][CH2:52]3)=[O:22])=[CH:19][N:18]=2)[CH:13]=[N:12][CH:11]=1. (4) The product is: [CH3:1][O:2][C:3]1[CH:4]=[C:5]2[C:10](=[CH:11][C:12]=1[O:13][CH3:14])[N:9]=[CH:8][N:7]=[C:6]2[S:15][C:16]1[CH:17]=[C:18]([NH:19][C:34]([NH:33][C:31]2[O:30][N:29]=[C:28]([C:25]([CH3:27])([CH3:26])[C:24]([F:45])([F:44])[F:23])[CH:32]=2)=[O:35])[CH:20]=[CH:21][CH:22]=1. Given the reactants [CH3:1][O:2][C:3]1[CH:4]=[C:5]2[C:10](=[CH:11][C:12]=1[O:13][CH3:14])[N:9]=[CH:8][N:7]=[C:6]2[S:15][C:16]1[CH:17]=[C:18]([CH:20]=[CH:21][CH:22]=1)[NH2:19].[F:23][C:24]([F:45])([F:44])[C:25]([C:28]1[CH:32]=[C:31]([NH:33][C:34](=O)[O:35]C2C=CC(Cl)=CC=2)[O:30][N:29]=1)([CH3:27])[CH3:26].C(OCC)C, predict the reaction product. (5) Given the reactants Cl.[NH2:2][CH2:3][C:4]1[CH:5]=[C:6](B(O)O)[CH:7]=[CH:8][CH:9]=1.Cl[C:14]1[CH:15]=[CH:16][C:17]([C:33]([F:36])([F:35])[F:34])=[C:18]([CH:32]=1)[CH2:19][O:20][C:21]1[CH:26]=[CH:25][CH:24]=[CH:23][C:22]=1[CH2:27][C:28]([O:30]C)=[O:29].C(#N)C.[O-]P([O-])([O-])=O.[K+].[K+].[K+], predict the reaction product. The product is: [NH2:2][CH2:3][C:4]1[CH:5]=[C:6]([C:14]2[CH:15]=[CH:16][C:17]([C:33]([F:35])([F:36])[F:34])=[C:18]([CH2:19][O:20][C:21]3[CH:26]=[CH:25][CH:24]=[CH:23][C:22]=3[CH2:27][C:28]([OH:30])=[O:29])[CH:32]=2)[CH:7]=[CH:8][CH:9]=1.